This data is from Forward reaction prediction with 1.9M reactions from USPTO patents (1976-2016). The task is: Predict the product of the given reaction. (1) Given the reactants [Br:1][C:2]1[CH:10]=[C:9]2[C:5]([CH2:6][C:7](=[O:11])[NH:8]2)=[CH:4][CH:3]=1.[C:12](OC(=O)C)(=[O:14])[CH3:13], predict the reaction product. The product is: [C:12]([N:8]1[C:9]2[C:5](=[CH:4][CH:3]=[C:2]([Br:1])[CH:10]=2)[CH2:6][C:7]1=[O:11])(=[O:14])[CH3:13]. (2) Given the reactants [CH2:1]([C:3]([OH:36])([CH2:34][CH3:35])/[CH:4]=[CH:5]/[C:6]1[CH:11]=[CH:10][C:9]([C:12]([CH2:31][CH3:32])([C:15]2[CH:20]=[CH:19][C:18]([B:21]3[O:25][C:24]([CH3:27])([CH3:26])[C:23]([CH3:29])([CH3:28])[O:22]3)=[C:17]([CH3:30])[CH:16]=2)[CH2:13][CH3:14])=[CH:8][C:7]=1[CH3:33])[CH3:2].[H][H], predict the reaction product. The product is: [CH2:1]([C:3]([OH:36])([CH2:34][CH3:35])[CH2:4][CH2:5][C:6]1[CH:11]=[CH:10][C:9]([C:12]([CH2:13][CH3:14])([C:15]2[CH:20]=[CH:19][C:18]([B:21]3[O:25][C:24]([CH3:26])([CH3:27])[C:23]([CH3:28])([CH3:29])[O:22]3)=[C:17]([CH3:30])[CH:16]=2)[CH2:31][CH3:32])=[CH:8][C:7]=1[CH3:33])[CH3:2]. (3) Given the reactants [Cl:1][C:2]1[CH:3]=[C:4]([CH:14]=[CH:15][C:16]=1[Cl:17])[CH2:5][N:6]1[CH2:11][CH2:10][O:9][CH:8]([CH2:12][NH2:13])[CH2:7]1.[Cl:18][C:19]1[CH:24]=[CH:23][C:22]([Cl:25])=[CH:21][C:20]=1[CH2:26][C:27](O)=[O:28], predict the reaction product. The product is: [Cl:1][C:2]1[CH:3]=[C:4]([CH:14]=[CH:15][C:16]=1[Cl:17])[CH2:5][N:6]1[CH2:11][CH2:10][O:9][CH:8]([CH2:12][NH:13][C:27](=[O:28])[CH2:26][C:20]2[CH:21]=[C:22]([Cl:25])[CH:23]=[CH:24][C:19]=2[Cl:18])[CH2:7]1. (4) Given the reactants Cl.[Cl:2][C:3]1[CH:4]=[C:5]([CH2:9][C:10]([NH2:12])=[NH:11])[CH:6]=[CH:7][CH:8]=1.[N+:13]([CH:16]([CH:19]=O)[CH:17]=O)([O-:15])=[O:14].[Na], predict the reaction product. The product is: [Cl:2][C:3]1[CH:4]=[C:5]([CH:6]=[CH:7][CH:8]=1)[CH2:9][C:10]1[N:12]=[CH:19][C:16]([N+:13]([O-:15])=[O:14])=[CH:17][N:11]=1. (5) Given the reactants C(O[C:4](=[O:21])[C:5](=[CH:11][NH:12][C:13]1[CH:14]=[N:15][C:16]([O:19][CH3:20])=[CH:17][CH:18]=1)[C:6]([O:8][CH2:9][CH3:10])=[O:7])C.C(O)C, predict the reaction product. The product is: [CH2:9]([O:8][C:6]([C:5]1[C:4](=[O:21])[C:14]2[C:13](=[CH:18][CH:17]=[C:16]([O:19][CH3:20])[N:15]=2)[NH:12][CH:11]=1)=[O:7])[CH3:10]. (6) Given the reactants [CH2:1]([NH:7][C:8]([C:10]1[N:11]=[C:12](I)[NH:13][C:14]=1[CH2:15][CH2:16][CH3:17])=[O:9])[CH2:2][CH2:3][CH2:4][CH2:5][CH3:6], predict the reaction product. The product is: [CH2:1]([NH:7][C:8]([C:10]1[N:11]=[C:12]([C:12]2[NH:13][C:14]([CH2:15][CH2:16][CH3:17])=[C:10]([C:8]([NH:7][CH2:1][CH2:2][CH2:3][CH2:4][CH2:5][CH3:6])=[O:9])[N:11]=2)[NH:13][C:14]=1[CH2:15][CH2:16][CH3:17])=[O:9])[CH2:2][CH2:3][CH2:4][CH2:5][CH3:6].